Task: Regression. Given a peptide amino acid sequence and an MHC pseudo amino acid sequence, predict their binding affinity value. This is MHC class II binding data.. Dataset: Peptide-MHC class II binding affinity with 134,281 pairs from IEDB (1) The peptide sequence is MRNVFDDVVPADFKV. The MHC is DRB1_0701 with pseudo-sequence DRB1_0701. The binding affinity (normalized) is 0.437. (2) The peptide sequence is GELQIVDPIDAAFKI. The MHC is DRB1_1302 with pseudo-sequence DRB1_1302. The binding affinity (normalized) is 0.315. (3) The peptide sequence is ALRWNLQMGHSVLPK. The MHC is DRB1_1501 with pseudo-sequence DRB1_1501. The binding affinity (normalized) is 0.658. (4) The peptide sequence is PTPKIIEECEHLEDG. The MHC is DRB1_0901 with pseudo-sequence DRB1_0901. The binding affinity (normalized) is 0.190. (5) The peptide sequence is EKKYFAATQFEPLRA. The MHC is DRB1_0701 with pseudo-sequence DRB1_0701. The binding affinity (normalized) is 0.828.